Task: Predict which catalyst facilitates the given reaction.. Dataset: Catalyst prediction with 721,799 reactions and 888 catalyst types from USPTO (1) Reactant: [CH3:1][S:2][C:3]1[C:8](=[O:9])[N:7]([CH2:10][C:11]([OH:13])=[O:12])[N:6]=[CH:5][C:4]=1[NH:14][C@@H:15]1[CH2:20][C@@H:19]2[CH2:21][C@@H:17]([C:18]2([CH3:23])[CH3:22])[C@H:16]1[CH3:24].[CH2:25](O)[CH3:26].C(OCC)(=O)C. Product: [CH3:1][S:2][C:3]1[C:8](=[O:9])[N:7]([CH2:10][C:11]([O:13][CH2:25][CH3:26])=[O:12])[N:6]=[CH:5][C:4]=1[NH:14][C@@H:15]1[CH2:20][C@@H:19]2[CH2:21][C@@H:17]([C:18]2([CH3:23])[CH3:22])[C@H:16]1[CH3:24]. The catalyst class is: 7. (2) Product: [C:8]([O:7][C@@H:6]1[C@@H:11]([O:12][C:13](=[O:15])[CH3:14])[C@H:16]([O:17][C:18](=[O:20])[CH3:19])[C@@H:21]([CH2:23][O:24][C:25](=[O:27])[CH3:26])[O:22][CH:5]1[O:4][C:3]1[CH:33]=[CH:34][C:35]([CH:36]=[O:37])=[CH:38][CH:2]=1)(=[O:10])[CH3:9]. Reactant: Cl[C:2](Cl)(Cl)[C:3](=N)[O:4][C@H:5]1[O:22][C@H:21]([CH2:23][O:24][C:25](=[O:27])[CH3:26])[C@H:16]([O:17][C:18](=[O:20])[CH3:19])[C@H:11]([O:12][C:13](=[O:15])[CH3:14])[C@H:6]1[O:7][C:8](=[O:10])[CH3:9].OC1C=[CH:38][C:35]([CH:36]=[O:37])=[CH:34][CH:33]=1.B(F)(F)F.CCOCC.C([O-])(O)=O.[Na+]. The catalyst class is: 2. (3) Reactant: [C:1]([O:5][C:6]([N:8]1[C:22]2[C:14](=[CH:15][C:16]3[CH:17]=[C:18]([CH2:24][OH:25])[N:19]([CH3:23])[C:20]=3[CH:21]=2)[C:13]2[N:26]([CH2:35][C:36]3[CH:41]=[CH:40][C:39]([O:42][CH3:43])=[CH:38][C:37]=3[O:44][CH3:45])[C:27](=[O:34])[C:28]([C:31]([OH:33])=[O:32])=[C:29]([OH:30])[C:12]=2[CH2:11][CH2:10][CH2:9]1)=[O:7])([CH3:4])([CH3:3])[CH3:2]. Product: [C:1]([O:5][C:6]([N:8]1[C:22]2[C:14](=[CH:15][C:16]3[CH:17]=[C:18]([CH:24]=[O:25])[N:19]([CH3:23])[C:20]=3[CH:21]=2)[C:13]2[N:26]([CH2:35][C:36]3[CH:41]=[CH:40][C:39]([O:42][CH3:43])=[CH:38][C:37]=3[O:44][CH3:45])[C:27](=[O:34])[C:28]([C:31]([OH:33])=[O:32])=[C:29]([OH:30])[C:12]=2[CH2:11][CH2:10][CH2:9]1)=[O:7])([CH3:4])([CH3:3])[CH3:2]. The catalyst class is: 177. (4) The catalyst class is: 368. Product: [CH3:20][O:19][C:12]1[CH:13]=[CH:14][CH:15]=[C:16]2[C:11]=1[N:10]([CH3:21])[C:9](=[O:22])[N:8]([C:4]1[CH:5]=[CH:6][CH:7]=[C:2]([B:27]3[O:28][C:29]([CH3:31])([CH3:30])[C:25]([CH3:41])([CH3:24])[O:26]3)[C:3]=1[CH3:23])[C:17]2=[O:18]. Reactant: Br[C:2]1[C:3]([CH3:23])=[C:4]([N:8]2[C:17](=[O:18])[C:16]3[C:11](=[C:12]([O:19][CH3:20])[CH:13]=[CH:14][CH:15]=3)[N:10]([CH3:21])[C:9]2=[O:22])[CH:5]=[CH:6][CH:7]=1.[CH3:24][C:25]1([CH3:41])[C:29]([CH3:31])([CH3:30])[O:28][B:27]([B:27]2[O:28][C:29]([CH3:31])([CH3:30])[C:25]([CH3:41])([CH3:24])[O:26]2)[O:26]1.C([O-])(=O)C.[K+]. (5) Reactant: [CH3:1][CH:2]1[NH:7][CH2:6][CH:5]([C:8]([OH:10])=[O:9])[CH2:4][CH2:3]1.Cl.[OH-].[Na+].[CH3:14][CH2:15]O. Product: [CH3:1][CH:2]1[NH:7][CH2:6][CH:5]([C:8]([O:10][CH2:14][CH3:15])=[O:9])[CH2:4][CH2:3]1. The catalyst class is: 6.